Dataset: Reaction yield outcomes from USPTO patents with 853,638 reactions. Task: Predict the reaction yield, written as a fraction of the theoretical maximum amount of product (1.0 means a 100% yield; for example, 0.34 means a 34% yield). (1) The reactants are [Br:1][C:2]1[CH:3]=[C:4]([CH:6]=[CH:7][C:8]=1[CH3:9])N.[OH:10]S(O)(=O)=O.N([O-])=O.[Na+]. The catalyst is O. The product is [Br:1][C:2]1[CH:3]=[C:4]([OH:10])[CH:6]=[CH:7][C:8]=1[CH3:9]. The yield is 0.340. (2) The reactants are [Br:1][C:2]1[CH:7]=[CH:6][C:5]([CH:8]2[CH2:13][CH:12]=[CH:11]C[O:9]2)=[CH:4][CH:3]=1.[H][H]. The catalyst is C1(C)C=CC=CC=1.C(O)C.C1C=CC(P(C2C=CC=CC=2)C2C=CC=CC=2)=CC=1.C1C=CC(P(C2C=CC=CC=2)C2C=CC=CC=2)=CC=1.C1C=CC(P(C2C=CC=CC=2)C2C=CC=CC=2)=CC=1.[Cl-].[Rh]. The product is [Br:1][C:2]1[CH:3]=[CH:4][C:5]([CH:8]2[CH2:13][CH2:12][CH2:11][O:9]2)=[CH:6][CH:7]=1. The yield is 0.350. (3) The reactants are [CH2:1]([C:3]1[CH:23]=[CH:22][C:6]([C:7]([C:9]2[C:14](=[O:15])[CH2:13][CH:12]([C:16]([O:18][CH2:19][CH3:20])=[O:17])[CH2:11][C:10]=2O)=[O:8])=[CH:5][CH:4]=1)[CH3:2].CC(=CC)C.C(Br)(=O)C([Br:32])=O.O. The catalyst is ClCCl.CN(C)C=O. The product is [Br:32][C:10]1[CH2:11][CH:12]([C:16]([O:18][CH2:19][CH3:20])=[O:17])[CH2:13][C:14](=[O:15])[C:9]=1[C:7](=[O:8])[C:6]1[CH:22]=[CH:23][C:3]([CH2:1][CH3:2])=[CH:4][CH:5]=1. The yield is 0.693. (4) The reactants are [NH2:1][N:2]1[C:11](=[O:12])[C:10]2[C:5](=[C:6]([CH3:15])[C:7](F)=[C:8]([F:13])[CH:9]=2)[N:4]([CH:16]2[CH2:18][CH2:17]2)[C:3]1=[O:19].[C:20]([O:24][C:25](=[O:34])[NH:26][CH2:27][C@H:28]1[C@H:32]([F:33])[CH2:31][NH:30][CH2:29]1)([CH3:23])([CH3:22])[CH3:21].C(N(CC)CC)C. The catalyst is CS(C)=O.O. The product is [C:20]([O:24][C:25](=[O:34])[NH:26][CH2:27][CH:28]1[CH:32]([F:33])[CH2:31][N:30]([C:7]2[C:6]([CH3:15])=[C:5]3[C:10]([C:11](=[O:12])[N:2]([NH2:1])[C:3](=[O:19])[N:4]3[CH:16]3[CH2:18][CH2:17]3)=[CH:9][C:8]=2[F:13])[CH2:29]1)([CH3:23])([CH3:21])[CH3:22]. The yield is 0.140. (5) The catalyst is C(#N)C. The yield is 0.860. The product is [ClH:38].[NH2:15][C:12]1[C:11]([C:16]2[CH:17]=[CH:18][C:19]([O:22][CH:23]([CH3:24])[CH3:25])=[CH:20][CH:21]=2)=[CH:10][CH:9]=[C:8]2[C:13]=1[CH:14]=[C:6]([C:4]([OH:5])=[O:3])[N:7]2[C:26]1[CH:31]=[CH:30][C:29]([O:32][CH:33]([CH3:34])[CH3:35])=[CH:28][CH:27]=1. The reactants are C([O:3][C:4]([C:6]1[N:7]([C:26]2[CH:31]=[CH:30][C:29]([O:32][CH:33]([CH3:35])[CH3:34])=[CH:28][CH:27]=2)[C:8]2[C:13]([CH:14]=1)=[C:12]([NH2:15])[C:11]([C:16]1[CH:21]=[CH:20][C:19]([O:22][CH:23]([CH3:25])[CH3:24])=[CH:18][CH:17]=1)=[CH:10][CH:9]=2)=[O:5])C.[OH-].[Na+].[ClH:38]. (6) The catalyst is CO.[Pd]. The product is [CH:1]1([CH2:6][C@@H:7]([C:20]([NH:22][NH:23][C:24]2[C:29]([F:30])=[C:28]([N:31]3[CH2:35][CH:34]([N:36]([CH3:38])[CH3:37])[C:33]([CH3:39])([CH3:40])[CH2:32]3)[N:27]=[C:26]([CH3:41])[N:25]=2)=[O:21])[CH2:8][N:9]([OH:12])[CH:10]=[O:11])[CH2:5][CH2:4][CH2:3][CH2:2]1. The yield is 0.870. The reactants are [CH:1]1([CH2:6][C@@H:7]([C:20]([NH:22][NH:23][C:24]2[C:29]([F:30])=[C:28]([N:31]3[CH2:35][CH:34]([N:36]([CH3:38])[CH3:37])[C:33]([CH3:40])([CH3:39])[CH2:32]3)[N:27]=[C:26]([CH3:41])[N:25]=2)=[O:21])[CH2:8][N:9]([O:12]CC2C=CC=CC=2)[CH:10]=[O:11])[CH2:5][CH2:4][CH2:3][CH2:2]1. (7) The reactants are [C:1]1([C:15](O)=[C:11]([N+:12]([O-:14])=[O:13])[CH:10]=[C:6]([N+:7]([O-:9])=[O:8])[CH:5]=1)[N+:2]([O-:4])=[O:3].P([O-])([O-])(O)=O.[NH4+:22].[NH4+].S1(CCCC1)(=O)=O. The catalyst is O. The product is [CH:5]1[C:1]([N+:2]([O-:4])=[O:3])=[C:15]([NH2:22])[C:11]([N+:12]([O-:14])=[O:13])=[CH:10][C:6]=1[N+:7]([O-:9])=[O:8]. The yield is 0.930. (8) The reactants are CS(C)=O.[Br:5][C:6]1[CH:11]=[CH:10][C:9]([N:12]2[CH:16]=[CH:15][C:14]([NH:17][C:18](=[O:28])[CH2:19][C:20]3[CH:25]=[CH:24][C:23]([C:26]#[N:27])=[CH:22][CH:21]=3)=[C:13]2[C:29]([O:31]CC)=O)=[CH:8][CH:7]=1.CC(C)([O-])C.[K+]. The catalyst is O. The product is [Br:5][C:6]1[CH:7]=[CH:8][C:9]([N:12]2[C:13]3[C:29]([OH:31])=[C:19]([C:20]4[CH:25]=[CH:24][C:23]([C:26]#[N:27])=[CH:22][CH:21]=4)[C:18](=[O:28])[NH:17][C:14]=3[CH:15]=[CH:16]2)=[CH:10][CH:11]=1. The yield is 0.642. (9) The reactants are [CH3:1][C:2]1([CH2:5]O)[CH2:4][CH2:3]1.C1C=C[NH+]=CC=1.[O-][Cr](Cl)(=O)=O.C1COCC1.[C:23]([CH2:25][C:26]([O:28][CH2:29][CH3:30])=[O:27])#[N:24]. The catalyst is C(Cl)Cl.N1CCCCC1.C(O)(=O)C. The product is [CH2:29]([O:28][C:26](=[O:27])[C:25]([C:23]#[N:24])=[CH:5][C:2]1([CH3:1])[CH2:3][CH2:4]1)[CH3:30]. The yield is 0.250.